From a dataset of Catalyst prediction with 721,799 reactions and 888 catalyst types from USPTO. Predict which catalyst facilitates the given reaction. (1) Reactant: [CH:1]1([C:4]2[C:5]([N:23]([CH2:28][C:29]3[CH:34]=[CH:33][C:32]([O:35][CH3:36])=[CH:31][CH:30]=3)[S:24]([CH3:27])(=[O:26])=[O:25])=[CH:6][C:7]3[O:11][C:10]([C:12]4[CH:17]=[CH:16][C:15]([F:18])=[CH:14][CH:13]=4)=[C:9]([CH:19]=[N:20]O)[C:8]=3[CH:22]=2)[CH2:3][CH2:2]1. Product: [C:19]([C:9]1[C:8]2[CH:22]=[C:4]([CH:1]3[CH2:3][CH2:2]3)[C:5]([N:23]([CH2:28][C:29]3[CH:30]=[CH:31][C:32]([O:35][CH3:36])=[CH:33][CH:34]=3)[S:24]([CH3:27])(=[O:26])=[O:25])=[CH:6][C:7]=2[O:11][C:10]=1[C:12]1[CH:13]=[CH:14][C:15]([F:18])=[CH:16][CH:17]=1)#[N:20]. The catalyst class is: 152. (2) Reactant: [CH3:1][O:2][C:3](=[O:20])[C:4]1[CH:9]=[C:8]([Cl:10])[C:7]([NH:11]C(=O)C)=[C:6]([N+:15]([O-:17])=[O:16])[C:5]=1[O:18][CH3:19]. Product: [CH3:1][O:2][C:3](=[O:20])[C:4]1[CH:9]=[C:8]([Cl:10])[C:7]([NH2:11])=[C:6]([N+:15]([O-:17])=[O:16])[C:5]=1[O:18][CH3:19]. The catalyst class is: 5.